This data is from Reaction yield outcomes from USPTO patents with 853,638 reactions. The task is: Predict the reaction yield, written as a fraction of the theoretical maximum amount of product (1.0 means a 100% yield; for example, 0.34 means a 34% yield). (1) The reactants are [CH2:1]([O:3][P:4]([CH2:9][CH2:10][NH:11][CH2:12][C:13]([CH3:36])=[CH:14][CH2:15][C:16]1[C:17]([O:29][CH2:30][CH2:31][Si:32]([CH3:35])([CH3:34])[CH3:33])=[C:18]2[C:22](=[C:23]([CH3:27])[C:24]=1[O:25][CH3:26])[CH2:21][O:20][C:19]2=[O:28])(=[O:8])[O:5][CH2:6][CH3:7])[CH3:2].[CH:37](=O)[C:38]1[CH:43]=[CH:42][CH:41]=[CH:40][CH:39]=1.C(O[BH-](OC(=O)C)OC(=O)C)(=O)C.[Na+].C(O)(=O)C. The catalyst is CN(C=O)C. The product is [CH2:1]([O:3][P:4]([CH2:9][CH2:10][N:11]([CH2:37][C:38]1[CH:43]=[CH:42][CH:41]=[CH:40][CH:39]=1)[CH2:12][C:13]([CH3:36])=[CH:14][CH2:15][C:16]1[C:17]([O:29][CH2:30][CH2:31][Si:32]([CH3:33])([CH3:34])[CH3:35])=[C:18]2[C:22](=[C:23]([CH3:27])[C:24]=1[O:25][CH3:26])[CH2:21][O:20][C:19]2=[O:28])(=[O:8])[O:5][CH2:6][CH3:7])[CH3:2]. The yield is 0.430. (2) The reactants are [Br:1][C:2]1[CH:3]=[N:4][N:5]2[C:10](Cl)=[CH:9][C:8]([C:12]3[CH:17]=[CH:16][CH:15]=[CH:14][C:13]=3[Cl:18])=[N:7][C:6]=12.[C:19]([O:23][C:24]([N:26]1[CH2:31][CH2:30][CH:29]([CH2:32][NH2:33])[CH2:28][CH2:27]1)=[O:25])([CH3:22])([CH3:21])[CH3:20].C(N(C(C)C)CC)(C)C. The catalyst is O1CCOCC1. The product is [C:19]([O:23][C:24]([N:26]1[CH2:31][CH2:30][CH:29]([CH2:32][NH:33][C:10]2[N:5]3[N:4]=[CH:3][C:2]([Br:1])=[C:6]3[N:7]=[C:8]([C:12]3[CH:17]=[CH:16][CH:15]=[CH:14][C:13]=3[Cl:18])[CH:9]=2)[CH2:28][CH2:27]1)=[O:25])([CH3:22])([CH3:21])[CH3:20]. The yield is 1.00. (3) The reactants are Br[C:2]1[C:3]2[C:8]([C:9]([C:16]3[CH:21]=[CH:20][CH:19]=[CH:18][CH:17]=3)=[C:10]3[C:15]=1[CH:14]=[CH:13][CH:12]=[CH:11]3)=[CH:7][CH:6]=[CH:5][CH:4]=2.[Li]CCCC.[I:27]I.S([O-])([O-])(=O)=S.[Na+].[Na+]. The catalyst is C1COCC1. The product is [I:27][C:2]1[C:3]2[C:8]([C:9]([C:16]3[CH:21]=[CH:20][CH:19]=[CH:18][CH:17]=3)=[C:10]3[C:15]=1[CH:14]=[CH:13][CH:12]=[CH:11]3)=[CH:7][CH:6]=[CH:5][CH:4]=2. The yield is 0.830. (4) The reactants are Br[C:2]1[CH:14]=[CH:13][C:12]2[C:11]3[C:6](=[CH:7][C:8]([Br:15])=[CH:9][CH:10]=3)[C:5]([CH3:17])([CH3:16])[C:4]=2[CH:3]=1.[C:18]1([N:24]([C:34]2[CH:39]=[CH:38][CH:37]=[CH:36][CH:35]=2)[C:25]2[CH:26]=[C:27](B(O)O)[CH:28]=[CH:29][CH:30]=2)[CH:23]=[CH:22][CH:21]=[CH:20][CH:19]=1.C([O-])([O-])=O.[K+].[K+]. The catalyst is C1(C)C=CC=CC=1.O.C1C=CC(P(C2C=CC=CC=2)C2C=CC=CC=2)=CC=1.C1C=CC(P(C2C=CC=CC=2)C2C=CC=CC=2)=CC=1.C1C=CC(P(C2C=CC=CC=2)C2C=CC=CC=2)=CC=1.C1C=CC(P(C2C=CC=CC=2)C2C=CC=CC=2)=CC=1.[Pd]. The product is [Br:15][C:8]1[CH:7]=[C:6]2[C:11]([C:12]3[CH:13]=[CH:14][C:2]([C:29]4[CH:30]=[C:25]([CH:26]=[CH:27][CH:28]=4)[N:24]([C:34]4[CH:35]=[CH:36][CH:37]=[CH:38][CH:39]=4)[C:18]4[CH:23]=[CH:22][CH:21]=[CH:20][CH:19]=4)=[CH:3][C:4]=3[C:5]2([CH3:16])[CH3:17])=[CH:10][CH:9]=1. The yield is 0.410. (5) The catalyst is C1(C)C=CC=CC=1. The product is [F:16][C:17]([F:26])([C:20]1[CH:21]=[CH:22][CH:23]=[CH:24][CH:25]=1)[CH2:18][NH:19][C:2]1[C:3](=[O:15])[N:4]([CH2:9][C:10]([O:12][CH2:13][CH3:14])=[O:11])[C:5]([CH3:8])=[CH:6][N:7]=1. The yield is 0.760. The reactants are Br[C:2]1[C:3](=[O:15])[N:4]([CH2:9][C:10]([O:12][CH2:13][CH3:14])=[O:11])[C:5]([CH3:8])=[CH:6][N:7]=1.[F:16][C:17]([F:26])([C:20]1[CH:25]=[CH:24][CH:23]=[CH:22][CH:21]=1)[CH2:18][NH2:19].C(OCC)(=O)C. (6) The reactants are [H-].[Na+].CC1C=CC(S(O[CH2:14][C@@H:15]2[O:17][CH2:16]2)(=O)=O)=CC=1.[F:18][C:19]1[CH:34]=[CH:33][C:22]2[C:23]([C:26]3[CH:27]=[C:28]([OH:32])[CH:29]=[CH:30][CH:31]=3)=[N:24][O:25][C:21]=2[CH:20]=1. The catalyst is CN(C)C=O.O. The product is [F:18][C:19]1[CH:34]=[CH:33][C:22]2[C:23]([C:26]3[CH:31]=[CH:30][CH:29]=[C:28]([O:32][CH2:14][C@H:15]4[CH2:16][O:17]4)[CH:27]=3)=[N:24][O:25][C:21]=2[CH:20]=1. The yield is 0.750. (7) The reactants are Br[C:2]1[CH:3]=[C:4]([F:10])[C:5]([F:9])=[C:6]([F:8])[CH:7]=1.[OH:11][C:12]1[CH:13]=[C:14](B(O)O)[CH:15]=[CH:16][CH:17]=1.C([O-])([O-])=O.[Na+].[Na+]. The catalyst is C1C=CC([P]([Pd]([P](C2C=CC=CC=2)(C2C=CC=CC=2)C2C=CC=CC=2)([P](C2C=CC=CC=2)(C2C=CC=CC=2)C2C=CC=CC=2)[P](C2C=CC=CC=2)(C2C=CC=CC=2)C2C=CC=CC=2)(C2C=CC=CC=2)C2C=CC=CC=2)=CC=1. The product is [F:8][C:6]1[CH:7]=[C:2]([C:16]2[CH:15]=[CH:14][CH:13]=[C:12]([OH:11])[CH:17]=2)[CH:3]=[C:4]([F:10])[C:5]=1[F:9]. The yield is 0.830. (8) The reactants are Br[C:2]1[S:6][N:5]=[CH:4][C:3]=1[N+:7]([O-:9])=[O:8].[C:10]1(B(O)O)[CH:15]=[CH:14][CH:13]=[CH:12][CH:11]=1.C([O-])([O-])=O.[Na+].[Na+].C1(C)C=CC=CC=1. The catalyst is O1CCOCC1.C1C=CC(P(C2C=CC=CC=2)[C-]2C=CC=C2)=CC=1.C1C=CC(P(C2C=CC=CC=2)[C-]2C=CC=C2)=CC=1.Cl[Pd]Cl.[Fe+2].CCCCCC.CCOC(C)=O. The product is [N+:7]([C:3]1[CH:4]=[N:5][S:6][C:2]=1[C:10]1[CH:15]=[CH:14][CH:13]=[CH:12][CH:11]=1)([O-:9])=[O:8]. The yield is 0.680.